Dataset: Peptide-MHC class I binding affinity with 185,985 pairs from IEDB/IMGT. Task: Regression. Given a peptide amino acid sequence and an MHC pseudo amino acid sequence, predict their binding affinity value. This is MHC class I binding data. The peptide sequence is ELEQTYHAKL. The MHC is HLA-A02:02 with pseudo-sequence HLA-A02:02. The binding affinity (normalized) is 0.265.